From a dataset of Catalyst prediction with 721,799 reactions and 888 catalyst types from USPTO. Predict which catalyst facilitates the given reaction. (1) Reactant: [Cl-].O[NH3+:3].[C:4](=[O:7])([O-])[OH:5].[Na+].CS(C)=O.[CH2:13]([C:17]1[N:18]=[C:19]([CH3:47])[N:20]([CH2:39][C:40]2[C:41]([CH3:46])=[N:42][O:43][C:44]=2[CH3:45])[C:21](=[O:38])[C:22]=1[CH2:23][C:24]1[CH:29]=[CH:28][C:27]([C:30]2[C:31]([C:36]#[N:37])=[CH:32][CH:33]=[CH:34][CH:35]=2)=[CH:26][CH:25]=1)[CH2:14][CH2:15][CH3:16]. Product: [CH2:13]([C:17]1[N:18]=[C:19]([CH3:47])[N:20]([CH2:39][C:40]2[C:41]([CH3:46])=[N:42][O:43][C:44]=2[CH3:45])[C:21](=[O:38])[C:22]=1[CH2:23][C:24]1[CH:25]=[CH:26][C:27]([C:30]2[CH:35]=[CH:34][CH:33]=[CH:32][C:31]=2[C:36]2[NH:3][C:4](=[O:7])[O:5][N:37]=2)=[CH:28][CH:29]=1)[CH2:14][CH2:15][CH3:16]. The catalyst class is: 13. (2) Reactant: [Br:1][C:2]1[CH:3]=[C:4]([NH2:8])[CH:5]=[N:6][CH:7]=1.N1C=CC=CC=1.[C:15](Cl)(=[O:17])[CH3:16]. Product: [Br:1][C:2]1[CH:3]=[C:4]([NH:8][C:15](=[O:17])[CH3:16])[CH:5]=[N:6][CH:7]=1. The catalyst class is: 34. (3) Reactant: [C:1]([C:3]1[CH:8]=[CH:7][C:6]([C:9]2[N:14]=[C:13]([NH:15][CH3:16])[N:12]=[C:11]([N:17]3[C@H:22]([CH3:23])[CH2:21][O:20][C@H:19]([C:24]([NH:26][CH2:27][C:28]4[CH:33]=[CH:32][CH:31]=[CH:30][CH:29]=4)=[O:25])[CH2:18]3)[CH:10]=2)=[CH:5][C:4]=1F)#[N:2].O.[NH2:36][NH2:37]. Product: [NH2:2][C:1]1[C:3]2[C:4](=[CH:5][C:6]([C:9]3[N:14]=[C:13]([NH:15][CH3:16])[N:12]=[C:11]([N:17]4[C@H:22]([CH3:23])[CH2:21][O:20][C@H:19]([C:24]([NH:26][CH2:27][C:28]5[CH:33]=[CH:32][CH:31]=[CH:30][CH:29]=5)=[O:25])[CH2:18]4)[CH:10]=3)=[CH:7][CH:8]=2)[NH:37][N:36]=1. The catalyst class is: 12. (4) Reactant: [CH3:1][N:2]([CH3:17])[C:3]1([C:11]2[CH:16]=[CH:15][CH:14]=[CH:13][CH:12]=2)[CH2:8][CH2:7][CH:6]([CH:9]=[O:10])[CH2:5][CH2:4]1.[C:18](O[K])(C)(C)C.CI. Product: [CH3:1][N:2]([CH3:17])[C:3]1([C:11]2[CH:16]=[CH:15][CH:14]=[CH:13][CH:12]=2)[CH2:8][CH2:7][C:6]([CH3:18])([CH:9]=[O:10])[CH2:5][CH2:4]1. The catalyst class is: 4.